Dataset: NCI-60 drug combinations with 297,098 pairs across 59 cell lines. Task: Regression. Given two drug SMILES strings and cell line genomic features, predict the synergy score measuring deviation from expected non-interaction effect. (1) Drug 1: C1=CC(=CC=C1CCC2=CNC3=C2C(=O)NC(=N3)N)C(=O)NC(CCC(=O)O)C(=O)O. Drug 2: CC1C(C(=O)NC(C(=O)N2CCCC2C(=O)N(CC(=O)N(C(C(=O)O1)C(C)C)C)C)C(C)C)NC(=O)C3=C4C(=C(C=C3)C)OC5=C(C(=O)C(=C(C5=N4)C(=O)NC6C(OC(=O)C(N(C(=O)CN(C(=O)C7CCCN7C(=O)C(NC6=O)C(C)C)C)C)C(C)C)C)N)C. Cell line: PC-3. Synergy scores: CSS=52.3, Synergy_ZIP=2.88, Synergy_Bliss=3.61, Synergy_Loewe=1.10, Synergy_HSA=3.85. (2) Drug 1: CCN(CC)CCNC(=O)C1=C(NC(=C1C)C=C2C3=C(C=CC(=C3)F)NC2=O)C. Drug 2: CN(CC1=CN=C2C(=N1)C(=NC(=N2)N)N)C3=CC=C(C=C3)C(=O)NC(CCC(=O)O)C(=O)O. Cell line: TK-10. Synergy scores: CSS=25.0, Synergy_ZIP=-8.12, Synergy_Bliss=-6.98, Synergy_Loewe=-6.60, Synergy_HSA=-6.41. (3) Drug 1: C#CCC(CC1=CN=C2C(=N1)C(=NC(=N2)N)N)C3=CC=C(C=C3)C(=O)NC(CCC(=O)O)C(=O)O. Drug 2: C1CN(CCN1C(=O)CCBr)C(=O)CCBr. Cell line: BT-549. Synergy scores: CSS=5.05, Synergy_ZIP=0.719, Synergy_Bliss=2.26, Synergy_Loewe=0.374, Synergy_HSA=-0.345. (4) Drug 1: CC12CCC3C(C1CCC2O)C(CC4=C3C=CC(=C4)O)CCCCCCCCCS(=O)CCCC(C(F)(F)F)(F)F. Drug 2: C#CCC(CC1=CN=C2C(=N1)C(=NC(=N2)N)N)C3=CC=C(C=C3)C(=O)NC(CCC(=O)O)C(=O)O. Cell line: MALME-3M. Synergy scores: CSS=0.266, Synergy_ZIP=-2.20, Synergy_Bliss=-2.90, Synergy_Loewe=-3.56, Synergy_HSA=-3.56. (5) Drug 1: C1=CC=C(C(=C1)C(C2=CC=C(C=C2)Cl)C(Cl)Cl)Cl. Drug 2: C1=NC2=C(N1)C(=S)N=CN2. Cell line: SK-MEL-2. Synergy scores: CSS=6.87, Synergy_ZIP=-0.432, Synergy_Bliss=1.70, Synergy_Loewe=-8.73, Synergy_HSA=-6.57.